Dataset: Reaction yield outcomes from USPTO patents with 853,638 reactions. Task: Predict the reaction yield, written as a fraction of the theoretical maximum amount of product (1.0 means a 100% yield; for example, 0.34 means a 34% yield). The reactants are C(OC([N:8]1[CH2:13][CH2:12][CH:11]([O:14][C:15]2[C:23]3[C:18](=[CH:19][CH:20]=[CH:21][CH:22]=3)[N:17]([C:24]3[CH:29]=[CH:28][C:27]([Cl:30])=[CH:26][CH:25]=3)[N:16]=2)[CH2:10][CH2:9]1)=O)(C)(C)C.Cl.O1CCOCC1. The catalyst is CCOC(C)=O. The product is [ClH:30].[Cl:30][C:27]1[CH:28]=[CH:29][C:24]([N:17]2[C:18]3[C:23](=[CH:22][CH:21]=[CH:20][CH:19]=3)[C:15]([O:14][CH:11]3[CH2:12][CH2:13][NH:8][CH2:9][CH2:10]3)=[N:16]2)=[CH:25][CH:26]=1. The yield is 0.860.